This data is from Forward reaction prediction with 1.9M reactions from USPTO patents (1976-2016). The task is: Predict the product of the given reaction. (1) The product is: [CH2:1]([NH:4][C:5](=[O:37])[O:6][C@:7]1([C@:31]2([CH3:32])[C@H:17]([C@H:18]3[C@:28]([F:34])([C@@H:29]([OH:33])[CH2:30]2)[C@:26]2([CH3:27])[C:21](=[CH:22][C:23](=[O:35])[CH:24]=[CH:25]2)[CH2:20][CH2:19]3)[CH2:16][C@@H:15]1[CH3:36])[C:8](=[O:14])[CH2:9][OH:10])[CH2:2][CH3:3]. Given the reactants [CH2:1]([NH:4][C:5](=[O:37])[O:6][C@:7]1([C@:31]2([CH3:32])[C@H:17]([C@H:18]3[C@:28]([F:34])([C@@H:29]([OH:33])[CH2:30]2)[C@:26]2([CH3:27])[C:21](=[CH:22][C:23](=[O:35])[CH:24]=[CH:25]2)[CH2:20][CH2:19]3)[CH2:16][C@@H:15]1[CH3:36])[C:8](=[O:14])[CH2:9][O:10]C(=O)C)[CH2:2][CH3:3].C(=O)([O-])[O-].[K+].[K+], predict the reaction product. (2) Given the reactants [Cl:1][C:2]1[C:11]2[C:6](=[CH:7][CH:8]=[CH:9][CH:10]=2)[N:5]=[C:4](I)[C:3]=1[F:13].C(O)CCC.C(=O)([O-])[O-].[Cs+].[Cs+].[F:25][C:26]1[CH:31]=[CH:30][CH:29]=[CH:28][C:27]=1B(O)O, predict the reaction product. The product is: [Cl:1][C:2]1[C:11]2[C:6](=[CH:7][CH:8]=[CH:9][CH:10]=2)[N:5]=[C:4]([C:27]2[CH:28]=[CH:29][CH:30]=[CH:31][C:26]=2[F:25])[C:3]=1[F:13]. (3) Given the reactants Br[C:2]1[CH:7]=[CH:6][N:5]2[C:8]([C:11]([NH:13][C:14]3[CH:19]=[C:18]([C:20](=[O:29])[NH:21][CH2:22][CH2:23][O:24][C:25]([CH3:28])([CH3:27])[CH3:26])[CH:17]=[CH:16][C:15]=3[F:30])=[O:12])=[CH:9][N:10]=[C:4]2[CH:3]=1.[CH3:31][N:32]([CH3:52])[CH2:33][CH2:34][CH2:35][O:36][C:37]1[CH:42]=[CH:41][C:40](B2OC(C)(C)C(C)(C)O2)=[CH:39][N:38]=1.C(=O)([O-])[O-].[Cs+].[Cs+].C(Cl)Cl, predict the reaction product. The product is: [C:25]([O:24][CH2:23][CH2:22][NH:21][C:20]([C:18]1[CH:17]=[CH:16][C:15]([F:30])=[C:14]([NH:13][C:11]([C:8]2[N:5]3[CH:6]=[CH:7][C:2]([C:40]4[CH:39]=[N:38][C:37]([O:36][CH2:35][CH2:34][CH2:33][N:32]([CH3:31])[CH3:52])=[CH:42][CH:41]=4)=[CH:3][C:4]3=[N:10][CH:9]=2)=[O:12])[CH:19]=1)=[O:29])([CH3:28])([CH3:27])[CH3:26]. (4) Given the reactants [C:1]([C:3]1[CH:4]=[C:5]([CH:9]=[CH:10][C:11]=1[O:12][CH:13]([CH3:15])[CH3:14])[C:6]([OH:8])=O)#[N:2].CCN=C=NCCCN(C)C.C1C=CC2N(O)N=NC=2C=1.O[NH:38][C:39]([C:41]1[CH:42]=[C:43]2[C:47](=[CH:48][CH:49]=1)[NH:46][N:45]=[CH:44]2)=[NH:40], predict the reaction product. The product is: [NH:46]1[C:47]2[C:43](=[CH:42][C:41]([C:39]3[N:38]=[C:6]([C:5]4[CH:9]=[CH:10][C:11]([O:12][CH:13]([CH3:15])[CH3:14])=[C:3]([CH:4]=4)[C:1]#[N:2])[O:8][N:40]=3)=[CH:49][CH:48]=2)[CH:44]=[N:45]1. (5) Given the reactants S1C=CC2C=C(CS(C[C@@H](NO)C3C=CC(OC)=CC=3)(=O)=O)C=CC1=2.[S:26]1[CH:30]=[CH:29][C:28]2[CH:31]=[C:32]([CH2:35][S:36]([CH2:39][C@@H:40]([N:49]([C:58](OC(C)(C)C)=[O:59])[O:50]C(OC(C)(C)C)=O)[C:41]3[CH:46]=[CH:45][C:44]([O:47][CH3:48])=[CH:43][CH:42]=3)(=[O:38])=[O:37])[CH:33]=[CH:34][C:27]1=2.C(O)(C(F)(F)F)=O.O, predict the reaction product. The product is: [S:26]1[CH:30]=[CH:29][C:28]2[CH:31]=[C:32]([CH2:35][S:36]([CH2:39][C@@H:40]([N:49]([OH:50])[CH:58]=[O:59])[C:41]3[CH:46]=[CH:45][C:44]([O:47][CH3:48])=[CH:43][CH:42]=3)(=[O:38])=[O:37])[CH:33]=[CH:34][C:27]1=2. (6) Given the reactants [Cl:1][C:2]1[CH:3]=[C:4]([N:9](CC2C=CC(OC)=C(OC)C=2)[C:10]2[C:19]3[C:14](=[CH:15][C:16]([O:25][CH2:26][CH2:27][CH2:28][N:29]4[CH2:34][CH2:33][O:32][CH2:31][CH2:30]4)=[C:17]([NH:20][C:21](=[O:24])[CH:22]=[CH2:23])[CH:18]=3)[N:13]=[CH:12][N:11]=2)[CH:5]=[CH:6][C:7]=1[F:8], predict the reaction product. The product is: [Cl:1][C:2]1[CH:3]=[C:4]([NH:9][C:10]2[C:19]3[C:14](=[CH:15][C:16]([O:25][CH2:26][CH2:27][CH2:28][N:29]4[CH2:30][CH2:31][O:32][CH2:33][CH2:34]4)=[C:17]([NH:20][C:21](=[O:24])[CH:22]=[CH2:23])[CH:18]=3)[N:13]=[CH:12][N:11]=2)[CH:5]=[CH:6][C:7]=1[F:8]. (7) Given the reactants [F:1][C:2]1[CH:3]=[C:4]([CH:50]=[CH:51][CH:52]=1)[CH2:5][N:6]1[C:10]([CH3:11])=[C:9]([C:12]2[C:20]3[C:15](=[N:16][CH:17]=[C:18]([C:21]4[CH:22]=[CH:23][C:24]([N:27]5[CH2:32][CH2:31][N:30](C(OC(C)(C)C)=O)[CH2:29][CH2:28]5)=[N:25][CH:26]=4)[CH:19]=3)[N:14]([S:40]([C:43]3[CH:49]=[CH:48][C:46]([CH3:47])=[CH:45][CH:44]=3)(=[O:42])=[O:41])[CH:13]=2)[CH:8]=[N:7]1.[ClH:53], predict the reaction product. The product is: [ClH:53].[F:1][C:2]1[CH:3]=[C:4]([CH:50]=[CH:51][CH:52]=1)[CH2:5][N:6]1[C:10]([CH3:11])=[C:9]([C:12]2[C:20]3[C:15](=[N:16][CH:17]=[C:18]([C:21]4[CH:26]=[N:25][C:24]([N:27]5[CH2:32][CH2:31][NH:30][CH2:29][CH2:28]5)=[CH:23][CH:22]=4)[CH:19]=3)[N:14]([S:40]([C:43]3[CH:44]=[CH:45][C:46]([CH3:47])=[CH:48][CH:49]=3)(=[O:42])=[O:41])[CH:13]=2)[CH:8]=[N:7]1. (8) Given the reactants [S:1](=[O:5])(=[O:4])([OH:3])[OH:2].[OH-].[Ti+4:7].[OH-].[OH-].[OH-], predict the reaction product. The product is: [S:1]([O-:5])([O-:4])(=[O:3])=[O:2].[Ti+4:7].[S:1]([O-:5])([O-:4])(=[O:3])=[O:2].